Dataset: Full USPTO retrosynthesis dataset with 1.9M reactions from patents (1976-2016). Task: Predict the reactants needed to synthesize the given product. (1) Given the product [CH3:1][O:2][C:3](=[O:20])[CH:4]([O:17][CH2:18][CH3:19])[CH2:5][C:6]1[C:15]2[CH2:14][CH2:13][CH2:12][CH2:11][C:10]=2[C:9]([O:16][CH2:40][CH2:21][C:22]2[S:26][C:25]([C:27]3[CH:28]=[CH:29][C:30]([C:33]([F:34])([F:35])[F:36])=[CH:31][CH:32]=3)=[N:24][C:23]=2[CH3:37])=[CH:8][CH:7]=1, predict the reactants needed to synthesize it. The reactants are: [CH3:1][O:2][C:3](=[O:20])[CH:4]([O:17][CH2:18][CH3:19])[CH2:5][C:6]1[C:15]2[CH2:14][CH2:13][CH2:12][CH2:11][C:10]=2[C:9]([OH:16])=[CH:8][CH:7]=1.[CH3:21][C:22]1[S:26][C:25]([C:27]2[CH:32]=[CH:31][C:30]([C:33]([F:36])([F:35])[F:34])=[CH:29][CH:28]=2)=[N:24][C:23]=1[CH2:37]CO.[C:40]1(P(C2C=CC=CC=2)C2C=CC=CC=2)C=CC=CC=1.N(C(OC(C)(C)C)=O)=NC(OC(C)(C)C)=O. (2) Given the product [CH2:1]1[O:5][C@@H:4]2[C@@H:6]([OH:9])[CH2:7][O:8][C@@H:3]2[C@@H:2]1[OH:10].[C:11]([OH:18])(=[O:17])[CH2:12][CH2:13][C:14]([OH:16])=[O:15], predict the reactants needed to synthesize it. The reactants are: [CH2:1]1[O:5][C@@H:4]2[C@@H:6]([OH:9])[CH2:7][O:8][C@@H:3]2[C@@H:2]1[OH:10].[C:11]([OH:18])(=[O:17])[CH2:12][CH2:13][C:14]([OH:16])=[O:15].C1(C)C=CC=CC=1. (3) Given the product [Cl:1][C:2]1[CH:3]=[C:4]2[C:8](=[CH:9][CH:10]=1)[N:7]([S:43]([C:40]1[CH:41]=[CH:42][C:37]([O:36][CH3:35])=[CH:38][C:39]=1[O:47][C:48]([F:49])([F:50])[F:51])(=[O:45])=[O:44])[C:6](=[O:11])[C:5]2([C:27]1[CH:32]=[CH:31][CH:30]=[CH:29][C:28]=1[O:33][CH3:34])[CH2:12][C:13](=[O:26])[N:14]1[CH2:15][CH2:16][N:17]([C:20]2[CH:25]=[N:24][CH:23]=[CH:22][N:21]=2)[CH2:18][CH2:19]1, predict the reactants needed to synthesize it. The reactants are: [Cl:1][C:2]1[CH:3]=[C:4]2[C:8](=[CH:9][CH:10]=1)[NH:7][C:6](=[O:11])[C:5]2([C:27]1[CH:32]=[CH:31][CH:30]=[CH:29][C:28]=1[O:33][CH3:34])[CH2:12][C:13](=[O:26])[N:14]1[CH2:19][CH2:18][N:17]([C:20]2[CH:25]=[N:24][CH:23]=[CH:22][N:21]=2)[CH2:16][CH2:15]1.[CH3:35][O:36][C:37]1[CH:42]=[CH:41][C:40]([S:43](Cl)(=[O:45])=[O:44])=[C:39]([O:47][C:48]([F:51])([F:50])[F:49])[CH:38]=1. (4) Given the product [CH2:27]([N:13]([CH2:11][CH3:12])[CH2:14][CH2:15][O:16][C:17]1[CH:24]=[CH:23][C:22]([O:25][CH3:26])=[CH:21][C:18]=1[CH:19]=[C:3]1[C:4]2[C:9](=[CH:8][CH:7]=[CH:6][CH:5]=2)[NH:1][C:2]1=[O:10])[CH3:28], predict the reactants needed to synthesize it. The reactants are: [NH:1]1[C:9]2[C:4](=[CH:5][CH:6]=[CH:7][CH:8]=2)[CH2:3][C:2]1=[O:10].[CH2:11]([N:13]([CH2:27][CH3:28])[CH2:14][CH2:15][O:16][C:17]1[CH:24]=[CH:23][C:22]([O:25][CH3:26])=[CH:21][C:18]=1[CH:19]=O)[CH3:12].N1CCCCC1. (5) Given the product [CH2:1]([C:3]1[C:11]2[C:6](=[CH:7][CH:8]=[CH:9][C:10]=2[NH:12][C:13]([C:15]2[N:19]3[CH:20]=[CH:21][C:22]([O:24][CH2:25][CH2:26][N:27]4[CH2:28][CH2:29][N+:30]([O-:50])([CH3:33])[CH2:31][CH2:32]4)=[CH:23][C:18]3=[N:17][CH:16]=2)=[O:14])[N:5]([CH2:34][C:35]2[CH:40]=[CH:39][CH:38]=[C:37]([CH3:41])[N:36]=2)[N:4]=1)[CH3:2], predict the reactants needed to synthesize it. The reactants are: [CH2:1]([C:3]1[C:11]2[C:6](=[CH:7][CH:8]=[CH:9][C:10]=2[NH:12][C:13]([C:15]2[N:19]3[CH:20]=[CH:21][C:22]([O:24][CH2:25][CH2:26][N:27]4[CH2:32][CH2:31][N:30]([CH3:33])[CH2:29][CH2:28]4)=[CH:23][C:18]3=[N:17][CH:16]=2)=[O:14])[N:5]([CH2:34][C:35]2[CH:40]=[CH:39][CH:38]=[C:37]([CH3:41])[N:36]=2)[N:4]=1)[CH3:2].ClC1C=CC=C(C(OO)=[O:50])C=1. (6) Given the product [C:1]1([CH2:7][CH2:8][C:9]([O:11][CH2:12][CH2:13][CH2:14][CH3:15])=[O:10])[CH:6]=[CH:5][CH:4]=[CH:3][CH:2]=1, predict the reactants needed to synthesize it. The reactants are: [C:1]1([CH2:7][CH2:8][C:9]([O:11][CH3:12])=[O:10])[CH:6]=[CH:5][CH:4]=[CH:3][CH:2]=1.[CH2:13](O)[CH2:14][CH2:15]C.C(OC(C)C)(C)C.